This data is from Catalyst prediction with 721,799 reactions and 888 catalyst types from USPTO. The task is: Predict which catalyst facilitates the given reaction. (1) Reactant: [Cl:1][C:2]1[CH:3]=[CH:4][C:5]([O:13]C)=[C:6]2[C:11]=1[N:10]=[C:9]([CH3:12])[CH:8]=[CH:7]2. Product: [Cl:1][C:2]1[CH:3]=[CH:4][C:5]([OH:13])=[C:6]2[C:11]=1[N:10]=[C:9]([CH3:12])[CH:8]=[CH:7]2. The catalyst class is: 201. (2) Reactant: Br[CH:2]([CH3:13])[C:3]([C:5]1[CH:10]=[CH:9][C:8]([O:11][CH3:12])=[CH:7][CH:6]=1)=[O:4].[CH2:14]([NH:21][CH2:22][C:23]1[CH:28]=[CH:27][CH:26]=[CH:25][CH:24]=1)[C:15]1[CH:20]=[CH:19][CH:18]=[CH:17][CH:16]=1. Product: [CH2:22]([N:21]([CH2:14][C:15]1[CH:20]=[CH:19][CH:18]=[CH:17][CH:16]=1)[CH:2]([CH3:13])[C:3]([C:5]1[CH:10]=[CH:9][C:8]([O:11][CH3:12])=[CH:7][CH:6]=1)=[O:4])[C:23]1[CH:28]=[CH:27][CH:26]=[CH:25][CH:24]=1. The catalyst class is: 21. (3) Reactant: [H-].[Al+3].[Li+].[H-].[H-].[H-].[CH2:7]([NH:14][C:15](=O)[CH2:16][CH2:17][C:18]1[CH:23]=[CH:22][C:21]([OH:24])=[CH:20][CH:19]=1)[C:8]1[CH:13]=[CH:12][CH:11]=[CH:10][CH:9]=1.[H-].[Al+3].[Li+].[H-].[H-].[H-].O1CCCC1. Product: [CH2:7]([NH:14][CH2:15][CH2:16][CH2:17][C:18]1[CH:19]=[CH:20][C:21]([OH:24])=[CH:22][CH:23]=1)[C:8]1[CH:9]=[CH:10][CH:11]=[CH:12][CH:13]=1. The catalyst class is: 7. (4) Reactant: Cl[C:2]1[CH:11]=[C:10]2[C:5]([C:6](=[O:18])[C:7]([C:15]([OH:17])=[O:16])=[CH:8][N:9]2[CH:12]2[CH2:14][CH2:13]2)=[CH:4][CH:3]=1.[CH2:19]([NH2:24])[CH2:20][CH2:21][CH2:22]N.C(Cl)Cl.C[N:29]1CCCC1=O. Product: [NH2:29][CH:20]([CH2:21][CH3:22])[CH2:19][NH:24][C:2]1[CH:11]=[C:10]2[C:5]([C:6](=[O:18])[C:7]([C:15]([OH:17])=[O:16])=[CH:8][N:9]2[CH:12]2[CH2:14][CH2:13]2)=[CH:4][CH:3]=1. The catalyst class is: 5. (5) Reactant: [F:1][C:2]1[C:10]([C:11]([OH:13])=O)=[C:9]2[C:5]([CH:6]=[CH:7][NH:8]2)=[CH:4][CH:3]=1.CN(C(ON1N=NC2C=CC=CC1=2)=[N+](C)C)C.[B-](F)(F)(F)F.C(N(CC)C(C)C)(C)C.[C:45]([C:49]1[CH:66]=[CH:65][C:52]([CH2:53][NH:54][CH2:55][CH2:56][C:57]2[CH:62]=[C:61]([F:63])[CH:60]=[C:59]([F:64])[CH:58]=2)=[CH:51][CH:50]=1)([CH3:48])([CH3:47])[CH3:46]. Product: [C:45]([C:49]1[CH:50]=[CH:51][C:52]([CH2:53][N:54]([CH2:55][CH2:56][C:57]2[CH:58]=[C:59]([F:64])[CH:60]=[C:61]([F:63])[CH:62]=2)[C:11]([C:10]2[C:2]([F:1])=[CH:3][CH:4]=[C:5]3[C:9]=2[NH:8][CH:7]=[CH:6]3)=[O:13])=[CH:65][CH:66]=1)([CH3:48])([CH3:46])[CH3:47]. The catalyst class is: 18.